This data is from Reaction yield outcomes from USPTO patents with 853,638 reactions. The task is: Predict the reaction yield, written as a fraction of the theoretical maximum amount of product (1.0 means a 100% yield; for example, 0.34 means a 34% yield). (1) The reactants are [O:1]([C:8]1[CH:13]=[CH:12][C:11]([OH:14])=[CH:10][CH:9]=1)[C:2]1[CH:7]=[CH:6][CH:5]=[CH:4][CH:3]=1.[H-].[Na+].[C:17]([O:21][C:22]([N:24]1[CH2:28][CH2:27][CH2:26][C@@H:25]1[CH2:29]OS(C1C=CC(C)=CC=1)(=O)=O)=[O:23])([CH3:20])([CH3:19])[CH3:18]. The catalyst is CN(C=O)C. The product is [C:17]([O:21][C:22]([N:24]1[CH2:28][CH2:27][CH2:26][C@@H:25]1[CH2:29][O:14][C:11]1[CH:10]=[CH:9][C:8]([O:1][C:2]2[CH:7]=[CH:6][CH:5]=[CH:4][CH:3]=2)=[CH:13][CH:12]=1)=[O:23])([CH3:20])([CH3:18])[CH3:19]. The yield is 0.640. (2) The reactants are Br[C:2]1[CH:7]=[CH:6][C:5]([C@@H:8]([N:10]2[CH2:15][CH2:14][C@:13]([CH2:22][C:23]([OH:26])([CH3:25])[CH3:24])([C:16]3[CH:21]=[CH:20][CH:19]=[CH:18][CH:17]=3)[O:12][C:11]2=[O:27])[CH3:9])=[CH:4][CH:3]=1.[CH3:28][C:29]1([CH3:45])[C:33]([CH3:35])([CH3:34])[O:32][B:31]([B:31]2[O:32][C:33]([CH3:35])([CH3:34])[C:29]([CH3:45])([CH3:28])[O:30]2)[O:30]1.CC([O-])=O.[K+]. The catalyst is CS(C)=O.C1C=CC(P(C2C=CC=CC=2)[C-]2C=CC=C2)=CC=1.C1C=CC(P(C2C=CC=CC=2)[C-]2C=CC=C2)=CC=1.Cl[Pd]Cl.[Fe+2]. The product is [OH:26][C:23]([CH3:25])([CH3:24])[CH2:22][C@@:13]1([C:16]2[CH:21]=[CH:20][CH:19]=[CH:18][CH:17]=2)[O:12][C:11](=[O:27])[N:10]([C@H:8]([C:5]2[CH:6]=[CH:7][C:2]([B:31]3[O:32][C:33]([CH3:35])([CH3:34])[C:29]([CH3:45])([CH3:28])[O:30]3)=[CH:3][CH:4]=2)[CH3:9])[CH2:15][CH2:14]1. The yield is 0.600. (3) The reactants are C1(C)C=CC=CC=1P(C1C=CC=CC=1C)C1C=CC=CC=1C.C(N(CC)CC)C.Br[C:31]1[CH:32]=[N:33][CH:34]=[C:35]([CH:38]=1)[C:36]#[N:37].[CH2:39]=[CH:40][C:41]1[CH:46]=[CH:45][CH:44]=[CH:43][CH:42]=1. The catalyst is CN(C)C=O.C1C=CC(/C=C/C(/C=C/C2C=CC=CC=2)=O)=CC=1.C1C=CC(/C=C/C(/C=C/C2C=CC=CC=2)=O)=CC=1.C1C=CC(/C=C/C(/C=C/C2C=CC=CC=2)=O)=CC=1.[Pd].[Pd].O. The product is [CH:39](/[C:31]1[CH:32]=[N:33][CH:34]=[C:35]([CH:38]=1)[C:36]#[N:37])=[CH:40]\[C:41]1[CH:46]=[CH:45][CH:44]=[CH:43][CH:42]=1. The yield is 0.340. (4) The reactants are FC(F)(F)C(O)=O.[CH3:8][O:9][N:10]=[CH:11][C:12]1[C:13]([NH2:24])=[N:14][CH:15]=[N:16][C:17]=1[N:18]1[CH2:23][CH2:22][NH:21][CH2:20][CH2:19]1.[N+](C1C=CC([O:34][C:35](=O)[NH:36][C:37]2[CH:42]=[CH:41][C:40]([O:43][CH:44]([CH3:46])[CH3:45])=[CH:39][CH:38]=2)=CC=1)([O-])=O.CCN(C(C)C)C(C)C. The catalyst is CC#N. The product is [CH:44]([O:43][C:40]1[CH:41]=[CH:42][C:37]([NH:36][C:35]([N:21]2[CH2:20][CH2:19][N:18]([C:17]3[C:12]([CH:11]=[N:10][O:9][CH3:8])=[C:13]([NH2:24])[N:14]=[CH:15][N:16]=3)[CH2:23][CH2:22]2)=[O:34])=[CH:38][CH:39]=1)([CH3:46])[CH3:45]. The yield is 0.468.